Predict which catalyst facilitates the given reaction. From a dataset of Catalyst prediction with 721,799 reactions and 888 catalyst types from USPTO. (1) Reactant: [CH3:1][C:2]1[NH:7][C:6](=[O:8])[NH:5][CH:4]([C:9]2[CH:14]=[CH:13][C:12]([C:15]([F:18])([F:17])[F:16])=[CH:11][CH:10]=2)[C:3]=1[C:19]([OH:21])=O.[F:22][C:23]1[CH:24]=[C:25]([NH:30][C:31]2[C:39]3[C:34](=[CH:35][CH:36]=[C:37]([NH2:40])[CH:38]=3)[NH:33][N:32]=2)[CH:26]=[C:27]([F:29])[CH:28]=1.C1CN([P+](Br)(N2CCCC2)N2CCCC2)CC1.F[P-](F)(F)(F)(F)F.C(N(C(C)C)CC)(C)C. Product: [F:22][C:23]1[CH:24]=[C:25]([NH:30][C:31]2[C:39]3[C:34](=[CH:35][CH:36]=[C:37]([NH:40][C:19]([C:3]4[CH:4]([C:9]5[CH:14]=[CH:13][C:12]([C:15]([F:17])([F:18])[F:16])=[CH:11][CH:10]=5)[NH:5][C:6](=[O:8])[NH:7][C:2]=4[CH3:1])=[O:21])[CH:38]=3)[NH:33][N:32]=2)[CH:26]=[C:27]([F:29])[CH:28]=1. The catalyst class is: 2. (2) The catalyst class is: 71. Reactant: [N+:1]([C:4]1[C:5]2[C:9]([CH:10]=[C:11]([C:13]([F:16])([F:15])[F:14])[CH:12]=1)=[N:8][N:7]1[C:17]([CH:22]3[CH2:27][CH2:26][N:25](C(OC(C)(C)C)=O)[CH2:24][CH2:23]3)=[CH:18][C:19](=[O:21])[NH:20][C:6]=21)([O-:3])=[O:2].[ClH:35]. Product: [ClH:35].[N+:1]([C:4]1[C:5]2[C:9]([CH:10]=[C:11]([C:13]([F:15])([F:16])[F:14])[CH:12]=1)=[N:8][N:7]1[C:17]([CH:22]3[CH2:23][CH2:24][NH:25][CH2:26][CH2:27]3)=[CH:18][C:19](=[O:21])[NH:20][C:6]=21)([O-:3])=[O:2]. (3) Reactant: [CH2:1]([O:3][C:4]1[N:9]=[N:8][C:7]([C:10]([OH:12])=O)=[CH:6][CH:5]=1)[CH3:2].C1N=CN(C(N2C=NC=C2)=O)C=1.CS(O)(=O)=O.[NH2:30][CH2:31][C:32]1[CH:33]=[C:34]2[C:38](=[CH:39][CH:40]=1)[C:37](=[O:41])[N:36]([CH:42]1[CH2:47][CH2:46][C:45](=[O:48])[NH:44][C:43]1=[O:49])[CH2:35]2.O. Product: [O:49]=[C:43]1[CH:42]([N:36]2[CH2:35][C:34]3[C:38](=[CH:39][CH:40]=[C:32]([CH2:31][NH:30][C:10]([C:7]4[N:8]=[N:9][C:4]([O:3][CH2:1][CH3:2])=[CH:5][CH:6]=4)=[O:12])[CH:33]=3)[C:37]2=[O:41])[CH2:47][CH2:46][C:45](=[O:48])[NH:44]1. The catalyst class is: 9. (4) Reactant: [C:1]([C:4]1[CH:9]=[CH:8][CH:7]=[C:6]([N+:10]([O-:12])=[O:11])[C:5]=1[S:13][C:14]1[CH:22]=[CH:21][C:20]([F:23])=[CH:19][C:15]=1[C:16](O)=[O:17])(O)=[O:2]. Product: [F:23][C:20]1[CH:21]=[CH:22][C:14]([S:13][C:5]2[C:6]([N+:10]([O-:12])=[O:11])=[CH:7][CH:8]=[CH:9][C:4]=2[CH2:1][OH:2])=[C:15]([CH2:16][OH:17])[CH:19]=1. The catalyst class is: 7. (5) Reactant: [Cr](Cl)([O-])(=O)=O.[NH+]1C=CC=CC=1.[F:12][C:13]1[CH:20]=[C:19]([CH2:21][OH:22])[CH:18]=[CH:17][C:14]=1[C:15]#[N:16]. Product: [F:12][C:13]1[CH:20]=[C:19]([CH:21]=[O:22])[CH:18]=[CH:17][C:14]=1[C:15]#[N:16]. The catalyst class is: 4. (6) Reactant: [NH2:1][C:2]1[C:7]([NH:8][C:9]([C:11]2([N:14]3[CH:18]=[CH:17][C:16]([CH3:19])=[N:15]3)[CH2:13][CH2:12]2)=O)=[CH:6][CH:5]=[C:4]([N:20]2[CH2:25][CH2:24][CH2:23][C@@H:22]([C:26]([N:28]3[CH2:32][CH2:31][CH2:30][CH2:29]3)=[O:27])[CH2:21]2)[N:3]=1.[NH2:33][C:34]1[C:39]([NH:40][C:41]([C:43]2([N:46]3[C:50]([CH3:51])=[CH:49][CH:48]=[N:47]3)[CH2:45][CH2:44]2)=O)=[CH:38][CH:37]=[C:36]([N:52]2[CH2:57][CH2:56][CH2:55][C@@H:54]([C:58]([N:60]3[CH2:64][CH2:63][CH2:62][CH2:61]3)=[O:59])[CH2:53]2)[N:35]=1.C[O-].[Na+].C(O)C(C)C. Product: [CH3:19][C:16]1[CH:17]=[CH:18][N:14]([C:11]2([C:9]3[NH:1][C:2]4=[N:3][C:4]([N:20]5[CH2:25][CH2:24][CH2:23][C@@H:22]([C:26]([N:28]6[CH2:32][CH2:31][CH2:30][CH2:29]6)=[O:27])[CH2:21]5)=[CH:5][CH:6]=[C:7]4[N:8]=3)[CH2:13][CH2:12]2)[N:15]=1.[CH3:51][C:50]1[N:46]([C:43]2([C:41]3[NH:33][C:34]4=[N:35][C:36]([N:52]5[CH2:57][CH2:56][CH2:55][C@@H:54]([C:58]([N:60]6[CH2:64][CH2:63][CH2:62][CH2:61]6)=[O:59])[CH2:53]5)=[CH:37][CH:38]=[C:39]4[N:40]=3)[CH2:45][CH2:44]2)[N:47]=[CH:48][CH:49]=1. The catalyst class is: 5.